From a dataset of Reaction yield outcomes from USPTO patents with 853,638 reactions. Predict the reaction yield, written as a fraction of the theoretical maximum amount of product (1.0 means a 100% yield; for example, 0.34 means a 34% yield). (1) The reactants are C[O:2][C:3]([C:5]1[S:6][C:7]([C:11]2[CH:16]=[CH:15][CH:14]=[CH:13][CH:12]=2)=[CH:8][C:9]=1[NH2:10])=[O:4].O[Li].O. The catalyst is C1COCC1.CO.O. The product is [NH2:10][C:9]1[CH:8]=[C:7]([C:11]2[CH:16]=[CH:15][CH:14]=[CH:13][CH:12]=2)[S:6][C:5]=1[C:3]([OH:4])=[O:2]. The yield is 0.880. (2) The yield is 0.170. No catalyst specified. The product is [CH2:1]([C:5]1[N:6]2[CH:29]=[N:28][N:27]=[C:7]2[NH:8][C:9](=[O:26])[C:10]=1[CH2:11][C:12]1[CH:17]=[CH:16][C:15]([C:18]2[C:19]([C:24]#[N:25])=[CH:20][CH:21]=[CH:22][CH:23]=2)=[CH:14][CH:13]=1)[CH2:2][CH2:3][CH3:4]. The reactants are [CH2:1]([C:5]1[N:6]=[C:7]([NH:27][NH2:28])[NH:8][C:9](=[O:26])[C:10]=1[CH2:11][C:12]1[CH:17]=[CH:16][C:15]([C:18]2[C:19]([C:24]#[N:25])=[CH:20][CH:21]=[CH:22][CH:23]=2)=[CH:14][CH:13]=1)[CH2:2][CH2:3][CH3:4].[CH:29](OCC)(OCC)OCC. (3) The reactants are Br[CH2:2][C:3]1[CH:10]=[CH:9][C:6]([CH:7]=[O:8])=[CH:5][C:4]=1[Cl:11].[C:12]1(=[O:22])[NH:16][C:15](=[O:17])[C:14]2=[CH:18][CH:19]=[CH:20][CH:21]=[C:13]12.[K]. The catalyst is CN(C=O)C.O. The product is [Cl:11][C:4]1[CH:5]=[C:6]([CH:9]=[CH:10][C:3]=1[CH2:2][N:16]1[C:12](=[O:22])[C:13]2[C:14](=[CH:18][CH:19]=[CH:20][CH:21]=2)[C:15]1=[O:17])[CH:7]=[O:8]. The yield is 0.600. (4) The reactants are [OH:1][CH:2]([C:31]([CH3:34])([CH3:33])[CH3:32])[CH2:3][NH:4][C:5]([C:7]1[N:8]=[N:9][C:10]([N:13]2[CH2:18][CH2:17][N:16]([C:19](=[O:30])[C:20]3[CH:25]=[CH:24][CH:23]=[CH:22][C:21]=3[C:26]([F:29])([F:28])[F:27])[CH2:15][CH2:14]2)=[CH:11][CH:12]=1)=[O:6].[H-].[Na+].[CH3:37]I. The catalyst is C1COCC1. The product is [CH3:37][O:1][CH:2]([C:31]([CH3:34])([CH3:33])[CH3:32])[CH2:3][NH:4][C:5]([C:7]1[N:8]=[N:9][C:10]([N:13]2[CH2:18][CH2:17][N:16]([C:19](=[O:30])[C:20]3[CH:25]=[CH:24][CH:23]=[CH:22][C:21]=3[C:26]([F:28])([F:29])[F:27])[CH2:15][CH2:14]2)=[CH:11][CH:12]=1)=[O:6]. The yield is 0.300. (5) The reactants are [O:1]=[S:2]1(=[O:13])[CH2:7][CH2:6][N:5]2[N:8]=[C:9]([CH:11]=[O:12])[CH:10]=[C:4]2[CH2:3]1.[Mg+2].[Br-].[Br-].[N+:17]([C:20]1[CH:38]=[CH:37][C:23]([CH2:24][O:25][C:26]([C:28]2[N:29]3[C@H:32]([S:33][CH:34]=2)[C@@H:31]([Br:35])[C:30]3=[O:36])=[O:27])=[CH:22][CH:21]=1)([O-:19])=[O:18].[C:39](OC(=O)C)(=[O:41])[CH3:40]. The catalyst is CN(C1C=CN=CC=1)C.C(OCC)(=O)C.CCN(CC)CC.C1COCC1.C(#N)C. The product is [N+:17]([C:20]1[CH:38]=[CH:37][C:23]([CH2:24][O:25][C:26]([C:28]2[N:29]3[C@H:32]([S:33][CH:34]=2)[C:31]([CH:11]([O:12][C:39](=[O:41])[CH3:40])[C:9]2[CH:10]=[C:4]4[CH2:3][S:2](=[O:1])(=[O:13])[CH2:7][CH2:6][N:5]4[N:8]=2)([Br:35])[C:30]3=[O:36])=[O:27])=[CH:22][CH:21]=1)([O-:19])=[O:18]. The yield is 0.220. (6) The reactants are [CH3:1][C:2]1[C:6]2[C:7](=[O:19])[N:8]([CH2:11][CH2:12][N:13]3[CH2:18][CH2:17][O:16][CH2:15][CH2:14]3)[CH2:9][CH2:10][C:5]=2[NH:4][C:3]=1[CH:20]=O.[Br:22][C:23]1[CH:31]=[CH:30][CH:29]=[C:28]2[C:24]=1[CH2:25][C:26](=[O:32])[NH:27]2. No catalyst specified. The product is [Br:22][C:23]1[CH:31]=[CH:30][CH:29]=[C:28]2[C:24]=1[C:25](=[CH:20][C:3]1[NH:4][C:5]3[CH2:10][CH2:9][N:8]([CH2:11][CH2:12][N:13]4[CH2:14][CH2:15][O:16][CH2:17][CH2:18]4)[C:7](=[O:19])[C:6]=3[C:2]=1[CH3:1])[C:26](=[O:32])[NH:27]2. The yield is 0.936.